This data is from Peptide-MHC class II binding affinity with 134,281 pairs from IEDB. The task is: Regression. Given a peptide amino acid sequence and an MHC pseudo amino acid sequence, predict their binding affinity value. This is MHC class II binding data. (1) The peptide sequence is AGFKAEQGPKGEP. The MHC is DRB1_0401 with pseudo-sequence DRB1_0401. The binding affinity (normalized) is 0.719. (2) The peptide sequence is HEDLMAAYVENTSIT. The MHC is DRB1_0101 with pseudo-sequence DRB1_0101. The binding affinity (normalized) is 0.586.